This data is from Reaction yield outcomes from USPTO patents with 853,638 reactions. The task is: Predict the reaction yield, written as a fraction of the theoretical maximum amount of product (1.0 means a 100% yield; for example, 0.34 means a 34% yield). (1) The reactants are [Cl:1][C:2]1[CH:8]=[CH:7][CH:6]=[C:5]([CH2:9][CH3:10])[C:3]=1N.S(=O)(=O)(O)O.N([O-])=O.[Na+].CN(C)C1C=CC=CC=1.Cl.[C:30]([O:33]C(=O)C)(=[O:32])C. The catalyst is C(O)(=O)C.C1C=CC(/C=C/C(/C=C/C2C=CC=CC=2)=O)=CC=1.C1C=CC(/C=C/C(/C=C/C2C=CC=CC=2)=O)=CC=1.C1C=CC(/C=C/C(/C=C/C2C=CC=CC=2)=O)=CC=1.[Pd].[Pd].C(Cl)(Cl)Cl.S(=O)(=O)(O)N. The product is [Cl:1][C:2]1[CH:8]=[CH:7][CH:6]=[C:5]([CH2:9][CH3:10])[C:3]=1[C:30]([OH:33])=[O:32]. The yield is 0.550. (2) The reactants are [CH3:1][O:2][C:3]1[CH:4]=[C:5]([N:20]2[CH2:25][CH2:24][C:23]3[CH:26]=[CH:27][S:28][C:22]=3[C:21]2=[O:29])[CH:6]=[CH:7][C:8]=1[O:9][Si:10]([CH:17]([CH3:19])[CH3:18])([CH:14]([CH3:16])[CH3:15])[CH:11]([CH3:13])[CH3:12].C(=O)=O.CC(C)=O.[Br:37]C(F)(F)C(Br)(F)F.[Li]C(C)(C)C.C([O-])(O)=O.[Na+]. The catalyst is C1COCC1. The product is [Br:37][C:27]1[S:28][C:22]2[C:21](=[O:29])[N:20]([C:5]3[CH:6]=[CH:7][C:8]([O:9][Si:10]([CH:17]([CH3:19])[CH3:18])([CH:14]([CH3:15])[CH3:16])[CH:11]([CH3:12])[CH3:13])=[C:3]([O:2][CH3:1])[CH:4]=3)[CH2:25][CH2:24][C:23]=2[CH:26]=1. The yield is 0.470. (3) The reactants are [O:1]=[C:2]([C:6]1[CH:11]=[CH:10][CH:9]=[C:8]([CH2:12][CH2:13][CH2:14][CH2:15][CH3:16])[CH:7]=1)[C:3]([OH:5])=[O:4].C(=O)(O)[O-].[Na+:21]. The catalyst is C(O)C. The product is [O:1]=[C:2]([C:6]1[CH:11]=[CH:10][CH:9]=[C:8]([CH2:12][CH2:13][CH2:14][CH2:15][CH3:16])[CH:7]=1)[C:3]([O-:5])=[O:4].[Na+:21]. The yield is 0.580. (4) The reactants are [CH2:1]([N:3]([CH2:28][CH3:29])[CH2:4][CH2:5][CH2:6][NH:7][C:8]([NH:10][C:11]1[CH:16]=[C:15]([O:17][C:18]2[CH:23]=[CH:22][C:21]([N+:24]([O-])=O)=[CH:20][C:19]=2[CH3:27])[CH:14]=[CH:13][N:12]=1)=[O:9])[CH3:2].[Cl-].[NH4+].O. The catalyst is C(O)C.[Fe]. The product is [NH2:24][C:21]1[CH:22]=[CH:23][C:18]([O:17][C:15]2[CH:14]=[CH:13][N:12]=[C:11]([NH:10][C:8]([NH:7][CH2:6][CH2:5][CH2:4][N:3]([CH2:28][CH3:29])[CH2:1][CH3:2])=[O:9])[CH:16]=2)=[C:19]([CH3:27])[CH:20]=1. The yield is 0.150.